This data is from Reaction yield outcomes from USPTO patents with 853,638 reactions. The task is: Predict the reaction yield, written as a fraction of the theoretical maximum amount of product (1.0 means a 100% yield; for example, 0.34 means a 34% yield). (1) The reactants are Br[C:2]1[CH:11]=[C:10]2[C:5]([N:6]=[CH:7][C:8]([O:12][CH3:13])=[N:9]2)=[CH:4][CH:3]=1.C[C:15]([O-:17])=[O:16].[Na+].[CH3:19][CH2:20]O. The catalyst is CN(C=O)C.C1C=CC(P(C2C=CC=CC=2)[C-]2C=CC=C2)=CC=1.C1C=CC(P(C2C=CC=CC=2)[C-]2C=CC=C2)=CC=1.Cl[Pd]Cl.[Fe+2]. The product is [CH3:13][O:12][C:8]1[CH:7]=[N:6][C:5]2[C:10]([N:9]=1)=[CH:11][C:2]([C:15]([O:17][CH2:19][CH3:20])=[O:16])=[CH:3][CH:4]=2. The yield is 1.00. (2) The product is [NH2:20][C:13]1[N:12]([CH3:44])[C:37]([CH3:38])=[N:39][C:17]=1[C:18]#[N:19]. The yield is 0.330. The reactants are C1(C)C=CC(S(O)(=O)=O)=CC=1.[NH2:12][C:13]([CH2:17][C:18]#[N:19])(O)C#N.[NH3:20].O1CCCC1.C(C(CC)(CC)C([O-])([O-])[O-])C.[CH2:37]([N:39](CC)CC)[CH3:38].[CH3:44]N. The catalyst is C(#N)C. (3) The reactants are [Cl:1][C:2]1[CH:3]=[C:4]([NH:9][C:10]2[C:19]3[C:14](=[CH:15][C:16]([O:22][CH2:23][C:24]4[N:25]=[C:26]([CH:29]5[CH2:34][CH2:33][NH:32][CH2:31][CH2:30]5)[S:27][CH:28]=4)=[C:17]([O:20][CH3:21])[CH:18]=3)[N:13]=[CH:12][N:11]=2)[CH:5]=[CH:6][C:7]=1[Cl:8].[CH2:35]=O. The product is [ClH:1].[Cl:1][C:2]1[CH:3]=[C:4]([NH:9][C:10]2[C:19]3[C:14](=[CH:15][C:16]([O:22][CH2:23][C:24]4[N:25]=[C:26]([CH:29]5[CH2:34][CH2:33][N:32]([CH3:35])[CH2:31][CH2:30]5)[S:27][CH:28]=4)=[C:17]([O:20][CH3:21])[CH:18]=3)[N:13]=[CH:12][N:11]=2)[CH:5]=[CH:6][C:7]=1[Cl:8]. The catalyst is C(O)=O. The yield is 0.370. (4) The reactants are Cl.C[O:3][C:4]([C:6]1[CH:11]=[C:10]([Cl:12])[CH:9]=[CH:8][N:7]=1)=O.[CH3:13][NH2:14]. The catalyst is CO.O1CCCC1. The product is [CH3:13][NH:14][C:4]([C:6]1[CH:11]=[C:10]([Cl:12])[CH:9]=[CH:8][N:7]=1)=[O:3]. The yield is 0.805. (5) The reactants are [CH3:1][O:2][C:3](/[CH:5]=[CH:6]/[C:7]([OH:9])=[O:8])=[O:4].Cl.CN(C)CCCN=C=NCC.O[C@@H:23]([CH3:32])[C:24]([N:26]1[CH2:31][CH2:30][O:29][CH2:28][CH2:27]1)=[O:25]. The catalyst is ClCCl.CN(C1C=CN=CC=1)C. The product is [C:7]([O:9][C@@H:23]([CH3:32])[C:24]([N:26]1[CH2:31][CH2:30][O:29][CH2:28][CH2:27]1)=[O:25])(=[O:8])/[CH:6]=[CH:5]/[C:3]([O:2][CH3:1])=[O:4]. The yield is 0.510. (6) The reactants are [Br:1][CH2:2][CH2:3][OH:4].N1C=CN=C1.[Si:10](Cl)([C:13]([CH3:16])([CH3:15])[CH3:14])([CH3:12])[CH3:11].O. The catalyst is CN(C=O)C.C(OCC)C. The product is [Si:10]([O:4][CH2:3][CH2:2][Br:1])([C:13]([CH3:16])([CH3:15])[CH3:14])([CH3:12])[CH3:11]. The yield is 0.970. (7) The reactants are C(OC([N:11]1[CH2:15][CH2:14][CH2:13][CH:12]1[CH:16]([NH:32][C:33]([O:35][C:36]([CH3:39])([CH3:38])[CH3:37])=[O:34])[C:17]1[CH:22]=[CH:21][C:20]([C:23](=[O:31])[NH:24][C:25]2[CH:30]=[CH:29][N:28]=[CH:27][CH:26]=2)=[CH:19][CH:18]=1)=O)C1C=CC=CC=1.[H][H]. The catalyst is CO.[Pd]. The product is [C:36]([O:35][C:33](=[O:34])[NH:32][CH:16]([C:17]1[CH:22]=[CH:21][C:20]([C:23](=[O:31])[NH:24][C:25]2[CH:26]=[CH:27][N:28]=[CH:29][CH:30]=2)=[CH:19][CH:18]=1)[CH:12]1[CH2:13][CH2:14][CH2:15][NH:11]1)([CH3:39])([CH3:37])[CH3:38]. The yield is 0.800. (8) The reactants are [CH:1](=O)[C:2]1[CH:7]=[CH:6][C:5]([O:8][CH3:9])=[CH:4][CH:3]=1.Cl.C(=O)(O)O.[NH2:16][NH:17][C:18]([NH2:20])=[NH:19].[OH-].[K+]. No catalyst specified. The product is [CH3:9][O:8][C:5]1[CH:6]=[CH:7][C:2](/[CH:1]=[N:16]/[NH:17][C:18](=[NH:19])[NH2:20])=[CH:3][CH:4]=1. The yield is 0.870. (9) The reactants are [O:1]1[CH2:6][CH2:5][CH2:4][CH2:3][CH:2]1[N:7]1[C:11]([C@H:12]2[CH2:16][CH2:15][CH2:14][C@@H:13]2[OH:17])=[CH:10][CH:9]=[N:8]1.[H-].[Na+].[CH2:20](Br)[C:21]1[CH:26]=[CH:25][CH:24]=[CH:23][CH:22]=1.O. The catalyst is CN(C=O)C. The product is [CH2:20]([O:17][C@H:13]1[CH2:14][CH2:15][CH2:16][C@@H:12]1[C:11]1[N:7]([CH:2]2[CH2:3][CH2:4][CH2:5][CH2:6][O:1]2)[N:8]=[CH:9][CH:10]=1)[C:21]1[CH:26]=[CH:25][CH:24]=[CH:23][CH:22]=1. The yield is 0.570.